Task: Predict the reaction yield, written as a fraction of the theoretical maximum amount of product (1.0 means a 100% yield; for example, 0.34 means a 34% yield).. Dataset: Reaction yield outcomes from USPTO patents with 853,638 reactions (1) The reactants are [Cl:1][C:2]1[C:3]([O:15][CH3:16])=[CH:4][C:5]([CH:12]([CH3:14])[CH3:13])=[C:6]([CH:11]=1)[O:7][CH2:8][C:9]#[N:10].[CH:17]([O:19][CH2:20]C)=O.[H-].[Na+].IC. The catalyst is COCCOC. The product is [Cl:1][C:2]1[C:3]([O:15][CH3:16])=[CH:4][C:5]([CH:12]([CH3:14])[CH3:13])=[C:6]([CH:11]=1)[O:7][C:8](=[CH:17][O:19][CH3:20])[C:9]#[N:10]. The yield is 0.840. (2) The reactants are C1(P(C2C=CC=CC=2)C2C=CC=CC=2)C=CC=CC=1.[Br:20]Br.O[CH2:23]/[CH:24]=[CH:25]/[C:26]([O:28][CH2:29][CH3:30])=[O:27].CCOC(C)=O. The catalyst is C(Cl)Cl.CCCCCC. The product is [Br:20][CH2:23]/[CH:24]=[CH:25]/[C:26]([O:28][CH2:29][CH3:30])=[O:27]. The yield is 0.812. (3) The reactants are [Br:1][C:2]1[C:3]([F:23])=[C:4]([N:8]2[CH:13]=[C:12]([O:14][CH3:15])[C:11](=[O:16])[C:10]([C:17](N(OC)C)=[O:18])=[N:9]2)[CH:5]=[CH:6][CH:7]=1.[CH3:24][Mg+].[Br-]. The catalyst is C1COCC1. The product is [C:17]([C:10]1[C:11](=[O:16])[C:12]([O:14][CH3:15])=[CH:13][N:8]([C:4]2[CH:5]=[CH:6][CH:7]=[C:2]([Br:1])[C:3]=2[F:23])[N:9]=1)(=[O:18])[CH3:24]. The yield is 0.930. (4) The reactants are CS(O[CH2:6][CH2:7][NH:8][C:9]1[C:13]([C:14]2[N:18]([C:19]3[CH:24]=[CH:23][C:22]([F:25])=[C:21]([Br:26])[CH:20]=3)[C:17](=[O:27])[O:16][N:15]=2)=[N:12][O:11][N:10]=1)(=O)=O.[N-:28]=[N+:29]=[N-:30].[Na+]. The catalyst is CN(C)C=O. The product is [N:28]([CH2:6][CH2:7][NH:8][C:9]1[C:13]([C:14]2[N:18]([C:19]3[CH:24]=[CH:23][C:22]([F:25])=[C:21]([Br:26])[CH:20]=3)[C:17](=[O:27])[O:16][N:15]=2)=[N:12][O:11][N:10]=1)=[N+:29]=[N-:30]. The yield is 0.770.